From a dataset of Full USPTO retrosynthesis dataset with 1.9M reactions from patents (1976-2016). Predict the reactants needed to synthesize the given product. (1) The reactants are: [CH:1]([C:4]1[N:5]=[C:6]([C:9]2[CH:18]=[C:17]([O:19][CH2:20][CH2:21][C@@H:22]3[NH:36][C:35](=[O:37])[N:34]([CH3:38])[CH2:33][CH2:32][CH2:31][CH2:30][CH:29]=[CH:28][C@H:27]4[C@@:25]([C:39](O)=[O:40])([CH2:26]4)[NH:24][C:23]3=[O:42])[C:16]3[C:11](=[C:12]([Cl:45])[C:13]([O:43][CH3:44])=[CH:14][CH:15]=3)[N:10]=2)[S:7][CH:8]=1)([CH3:3])[CH3:2].[C:46]([CH:48]1[CH2:52][CH2:51][CH2:50][N:49]1[S:53]([NH2:56])(=[O:55])=[O:54])#[CH:47]. Given the product [Cl:45][C:12]1[C:13]([O:43][CH3:44])=[CH:14][CH:15]=[C:16]2[C:11]=1[N:10]=[C:9]([C:6]1[S:7][CH:8]=[C:4]([CH:1]([CH3:3])[CH3:2])[N:5]=1)[CH:18]=[C:17]2[O:19][CH2:20][CH2:21][C@@H:22]1[NH:36][C:35](=[O:37])[N:34]([CH3:38])[CH2:33][CH2:32][CH2:31][CH2:30][CH:29]=[CH:28][C@H:27]2[C@@:25]([C:39]([NH:56][S:53]([N:49]3[CH2:50][CH2:51][CH2:52][C@H:48]3[C:46]#[CH:47])(=[O:55])=[O:54])=[O:40])([CH2:26]2)[NH:24][C:23]1=[O:42], predict the reactants needed to synthesize it. (2) The reactants are: [CH3:1][C:2]1[CH:11]=[CH:10][C:9]2[C:4](=[C:5]([NH:12][C:13]3[CH:18]=[CH:17][CH:16]=[C:15]([CH3:19])[N:14]=3)[CH:6]=[CH:7][CH:8]=2)[N:3]=1.Br[C:21]1[CH:26]=[CH:25][CH:24]=[CH:23][N:22]=1.C(=O)([O-])[O-].[Na+].[Na+].[Br-].[K+]. Given the product [CH3:1][C:2]1[CH:11]=[CH:10][C:9]2[C:4](=[C:5]([N:12]([C:13]3[CH:18]=[CH:17][CH:16]=[C:15]([CH3:19])[N:14]=3)[C:21]3[CH:26]=[CH:25][CH:24]=[CH:23][N:22]=3)[CH:6]=[CH:7][CH:8]=2)[N:3]=1, predict the reactants needed to synthesize it. (3) The reactants are: [C:1]1([NH2:8])[C:2]([NH2:7])=[CH:3][CH:4]=[CH:5][CH:6]=1.[C:9]([O:13][C:14]([N:16]1[CH2:21][CH2:20][C@@H:19]([NH:22][C:23]([NH:25][C:26]2[CH:31]=[CH:30][C:29]([C:32]#[N:33])=[CH:28][CH:27]=2)=[O:24])[CH2:18][C@@H:17]1[C:34](O)=[O:35])=[O:15])([CH3:12])([CH3:11])[CH3:10].F[P-](F)(F)(F)(F)F.N1(O[P+](N(C)C)(N(C)C)N(C)C)C2C=CC=CC=2N=N1.CCN(C(C)C)C(C)C. Given the product [NH2:7][C:2]1[CH:3]=[CH:4][CH:5]=[CH:6][C:1]=1[NH:8][C:34]([C@H:17]1[CH2:18][C@H:19]([NH:22][C:23]([NH:25][C:26]2[CH:31]=[CH:30][C:29]([C:32]#[N:33])=[CH:28][CH:27]=2)=[O:24])[CH2:20][CH2:21][N:16]1[C:14]([O:13][C:9]([CH3:12])([CH3:11])[CH3:10])=[O:15])=[O:35], predict the reactants needed to synthesize it. (4) Given the product [Cl:15][C:16]1[CH:21]=[CH:20][C:19]([C:2]2[CH:11]=[N:10][CH:9]=[C:8]3[C:3]=2[CH:4]=[C:5]([C:12]([NH2:14])=[O:13])[CH:6]=[N:7]3)=[C:18]([F:25])[CH:17]=1, predict the reactants needed to synthesize it. The reactants are: Br[C:2]1[CH:11]=[N:10][CH:9]=[C:8]2[C:3]=1[CH:4]=[C:5]([C:12]([NH2:14])=[O:13])[CH:6]=[N:7]2.[Cl:15][C:16]1[CH:21]=[CH:20][C:19](B(O)O)=[C:18]([F:25])[CH:17]=1.C(=O)([O-])[O-].[Cs+].[Cs+]. (5) Given the product [ClH:23].[CH:4]1([O:10][NH2:11])[CH2:9][CH2:8][CH2:7][CH2:6][CH2:5]1, predict the reactants needed to synthesize it. The reactants are: O.NN.[CH:4]1([O:10][N:11]2C(=O)C3C(=CC=CC=3)C2=O)[CH2:9][CH2:8][CH2:7][CH2:6][CH2:5]1.C(Cl)[Cl:23].